This data is from Reaction yield outcomes from USPTO patents with 853,638 reactions. The task is: Predict the reaction yield, written as a fraction of the theoretical maximum amount of product (1.0 means a 100% yield; for example, 0.34 means a 34% yield). (1) The reactants are [Br-].[CH:2]1[C:11]2[C:6](=[CH:7][CH:8]=[CH:9][CH:10]=2)[CH:5]=[CH:4][C:3]=1[CH:12]([P+](C1C=CC=CC=1)(C1C=CC=CC=1)C1C=CC=CC=1)[CH3:13].[Li][CH2:34]CCC.[CH:38](=O)/[CH:39]=[CH:40]/[CH2:41][CH2:42]/[CH:43]=[CH:44]\[CH2:45]C. No catalyst specified. The product is [CH3:34][C:12]([C:3]1[CH:4]=[CH:5][C:6]2[C:11](=[CH:10][CH:9]=[CH:8][CH:7]=2)[CH:2]=1)=[CH:13]/[CH:45]=[CH:44]/[CH2:43][CH2:42]/[CH:41]=[CH:40]\[CH2:39][CH3:38]. The yield is 0.670. (2) The reactants are O.O.[Cr](O[Cr]([O-])(=O)=O)([O-])(=O)=O.[Na+].[Na+].CCOCC.[Br:19][CH2:20][CH:21]([OH:32])[CH2:22][CH2:23][CH2:24][CH2:25][CH2:26][CH2:27][CH2:28][CH2:29][CH2:30][CH3:31]. The catalyst is CC(C)=O.O.S(=O)(=O)(O)O. The product is [Br:19][CH2:20][C:21](=[O:32])[CH2:22][CH2:23][CH2:24][CH2:25][CH2:26][CH2:27][CH2:28][CH2:29][CH2:30][CH3:31]. The yield is 0.800. (3) The reactants are [NH:1]1[C:5]([CH2:6][C:7]([O:9][CH2:10][CH3:11])=[O:8])=[N:4][N:3]=[N:2]1.C(=O)([O-])[O-].[K+].[K+].[CH3:18][O:19][C:20]1[CH:27]=[CH:26][C:23]([CH2:24]Cl)=[CH:22][CH:21]=1. The catalyst is CN(C)C=O. The product is [CH3:18][O:19][C:20]1[CH:27]=[CH:26][C:23]([CH2:24][N:3]2[N:2]=[N:1][C:5]([CH2:6][C:7]([O:9][CH2:10][CH3:11])=[O:8])=[N:4]2)=[CH:22][CH:21]=1. The yield is 0.427. (4) The reactants are [OH-].[K+].C([O:5][C:6](=[O:29])[C:7]([CH3:28])([CH3:27])[CH2:8][CH2:9][CH2:10][CH2:11][CH:12]([CH2:25][OH:26])[CH2:13][CH2:14][CH2:15][CH2:16][C:17]([CH3:24])([CH3:23])[C:18]([O:20]CC)=[O:19])C. The catalyst is O.C(O)C. The product is [OH:26][CH2:25][CH:12]([CH2:13][CH2:14][CH2:15][CH2:16][C:17]([CH3:24])([CH3:23])[C:18]([OH:20])=[O:19])[CH2:11][CH2:10][CH2:9][CH2:8][C:7]([CH3:28])([CH3:27])[C:6]([OH:29])=[O:5]. The yield is 0.810. (5) The yield is 0.580. The reactants are Br[C:2]1[CH:3]=[N:4][N:5]([CH3:17])[C:6]=1[C:7]1[CH:8]=[C:9]([C:13]([O:15][CH3:16])=[O:14])[S:10][C:11]=1[CH3:12].[CH3:18]B1OB(C)OB(C)O1.C([O-])([O-])=O.[K+].[K+]. The catalyst is CN(C)C=O.C1C=CC(P(C2C=CC=CC=2)[C-]2C=CC=C2)=CC=1.C1C=CC(P(C2C=CC=CC=2)[C-]2C=CC=C2)=CC=1.Cl[Pd]Cl.[Fe+2]. The product is [CH3:17][N:5]1[C:6]([C:7]2[CH:8]=[C:9]([C:13]([O:15][CH3:16])=[O:14])[S:10][C:11]=2[CH3:12])=[C:2]([CH3:18])[CH:3]=[N:4]1.